This data is from Forward reaction prediction with 1.9M reactions from USPTO patents (1976-2016). The task is: Predict the product of the given reaction. Given the reactants I[C:2]1[C:10]2[C:9]([N:11]3[CH2:16][CH2:15][O:14][CH2:13][CH2:12]3)=[N:8][CH:7]=[N:6][C:5]=2[N:4]([CH2:17][O:18][CH2:19][CH2:20][Si:21]([CH3:24])([CH3:23])[CH3:22])[CH:3]=1.[CH3:25][N:26]1[CH:30]=[C:29](B2OC(C)(C)C(C)(C)O2)[CH:28]=[N:27]1.C(=O)([O-])[O-].[K+].[K+], predict the reaction product. The product is: [CH3:25][N:26]1[CH:30]=[C:29]([C:2]2[C:10]3[C:9]([N:11]4[CH2:16][CH2:15][O:14][CH2:13][CH2:12]4)=[N:8][CH:7]=[N:6][C:5]=3[N:4]([CH2:17][O:18][CH2:19][CH2:20][Si:21]([CH3:24])([CH3:23])[CH3:22])[CH:3]=2)[CH:28]=[N:27]1.